This data is from Full USPTO retrosynthesis dataset with 1.9M reactions from patents (1976-2016). The task is: Predict the reactants needed to synthesize the given product. (1) Given the product [C:33]([C:24]1[CH:23]=[C:22]([C:6]2[CH:7]=[C:8]([C:11]3[CH:16]=[CH:15][C:14]([C:17]([O:19][CH2:20][CH3:21])=[O:18])=[CH:13][CH:12]=3)[CH:9]=[CH:10][C:5]=2[CH2:4][CH2:3][CH2:2][N:38]2[C:39](=[O:46])[C:40]3[C:45](=[CH:44][CH:43]=[CH:42][CH:41]=3)[C:37]2=[O:47])[CH:27]=[CH:26][C:25]=1[N:28]([CH2:29][CH3:30])[CH2:31][CH3:32])([CH3:36])([CH3:35])[CH3:34], predict the reactants needed to synthesize it. The reactants are: Br[CH2:2][CH2:3][CH2:4][C:5]1[CH:10]=[CH:9][C:8]([C:11]2[CH:16]=[CH:15][C:14]([C:17]([O:19][CH2:20][CH3:21])=[O:18])=[CH:13][CH:12]=2)=[CH:7][C:6]=1[C:22]1[CH:27]=[CH:26][C:25]([N:28]([CH2:31][CH3:32])[CH2:29][CH3:30])=[C:24]([C:33]([CH3:36])([CH3:35])[CH3:34])[CH:23]=1.[C:37]1(=[O:47])[C:45]2[C:40](=[CH:41][CH:42]=[CH:43][CH:44]=2)[C:39](=[O:46])[NH:38]1.C(=O)([O-])[O-].[K+].[K+].Cl. (2) Given the product [CH2:14]([N:3]([CH2:1][CH3:2])[C:4]1[CH:5]=[C:6]([C:7]([NH:62][NH:61][C:59](=[O:60])[C:58]2[CH:63]=[C:64]([CH3:65])[C:55]([O:54][CH2:47][C:48]3[CH:53]=[CH:52][CH:51]=[CH:50][CH:49]=3)=[C:56]([CH2:66][CH3:67])[CH:57]=2)=[O:9])[CH:10]=[C:11]([CH3:13])[N:12]=1)[CH3:15], predict the reactants needed to synthesize it. The reactants are: [CH2:1]([N:3]([CH2:14][CH3:15])[C:4]1[CH:5]=[C:6]([CH:10]=[C:11]([CH3:13])[N:12]=1)[C:7]([OH:9])=O)[CH3:2].CCN(C(C)C)C(C)C.CN(C(ON1N=NC2C=CC=CC1=2)=[N+](C)C)C.[B-](F)(F)(F)F.[CH2:47]([O:54][C:55]1[C:64]([CH3:65])=[CH:63][C:58]([C:59]([NH:61][NH2:62])=[O:60])=[CH:57][C:56]=1[CH2:66][CH3:67])[C:48]1[CH:53]=[CH:52][CH:51]=[CH:50][CH:49]=1. (3) Given the product [N:1]1[CH:6]=[CH:5][CH:4]=[C:3]([NH:7][S:8]([C:11]2[CH:12]=[C:13]3[C:17](=[CH:18][CH:19]=2)[NH:16][C:15](=[O:20])[C:14]3=[CH:38][C:33]2[NH:34][C:35]3[C:31]([CH:32]=2)=[CH:30][C:29]([O:28][CH2:27][CH2:26][N:21]2[CH2:25][CH2:24][CH2:23][CH2:22]2)=[CH:37][CH:36]=3)(=[O:10])=[O:9])[CH:2]=1, predict the reactants needed to synthesize it. The reactants are: [N:1]1[CH:6]=[CH:5][CH:4]=[C:3]([NH:7][S:8]([C:11]2[CH:12]=[C:13]3[C:17](=[CH:18][CH:19]=2)[NH:16][C:15](=[O:20])[CH2:14]3)(=[O:10])=[O:9])[CH:2]=1.[N:21]1([CH2:26][CH2:27][O:28][C:29]2[CH:30]=[C:31]3[C:35](=[CH:36][CH:37]=2)[NH:34][C:33]([CH:38]=O)=[CH:32]3)[CH2:25][CH2:24][CH2:23][CH2:22]1. (4) The reactants are: [C@@H:1]1(C(O)=O)[CH2:6][CH2:5][CH:4]=[CH:3][CH2:2]1.C1C=CC(P([N:24]=[N+]=[N-])(C2C=CC=CC=2)=O)=CC=1.[F:27][C:28]([F:33])([F:32])[C:29](O)=[O:30].C([O-])([O-])=O.[K+].[K+]. Given the product [C@@H:1]1([NH:24][C:29](=[O:30])[C:28]([F:33])([F:32])[F:27])[CH2:6][CH2:5][CH:4]=[CH:3][CH2:2]1, predict the reactants needed to synthesize it. (5) Given the product [NH2:13][C:10]1[CH:9]=[CH:8][C:7]([CH2:6][C:5]([NH:4][CH2:3][CH2:2][OH:1])=[O:16])=[CH:12][CH:11]=1, predict the reactants needed to synthesize it. The reactants are: [OH:1][CH2:2][CH2:3][NH:4][C:5](=[O:16])[CH2:6][C:7]1[CH:12]=[CH:11][C:10]([N+:13]([O-])=O)=[CH:9][CH:8]=1. (6) Given the product [F:1][CH:2]1[CH2:7][N:6]([C:19]([O:21][CH2:22][C:23]2[CH:28]=[CH:27][CH:26]=[CH:25][CH:24]=2)=[O:20])[CH2:5][CH:4]([C:8]([O:10][CH3:11])=[O:9])[CH2:3]1, predict the reactants needed to synthesize it. The reactants are: [F:1][CH:2]1[CH2:7][NH:6][CH2:5][CH:4]([C:8]([O:10][CH3:11])=[O:9])[CH2:3]1.C(=O)([O-])[O-].[Na+].[Na+].Cl[C:19]([O:21][CH2:22][C:23]1[CH:28]=[CH:27][CH:26]=[CH:25][CH:24]=1)=[O:20].C(=O)(O)[O-].[Na+]. (7) Given the product [CH3:30][C:27]1[CH:26]=[CH:25][C:24]([CH:11]([C:12]2[C:20]3[C:15](=[C:16]([CH2:21][S:22][CH3:23])[CH:17]=[CH:18][CH:19]=3)[NH:14][CH:13]=2)[CH2:10][CH2:9][C:1]#[N:2])=[CH:29][CH:28]=1, predict the reactants needed to synthesize it. The reactants are: [C-:1]#[N:2].[K+].CS(O[CH2:9][CH2:10][CH:11]([C:24]1[CH:29]=[CH:28][C:27]([CH3:30])=[CH:26][CH:25]=1)[C:12]1[C:20]2[C:15](=[C:16]([CH2:21][S:22][CH3:23])[CH:17]=[CH:18][CH:19]=2)[NH:14][CH:13]=1)(=O)=O. (8) The reactants are: [NH:1](C(OCC(Cl)(Cl)[Cl:26])=O)[C@H:2]([C:17]([O:19][CH3:20])=[O:18])[CH2:3][CH2:4][CH2:5][NH:6][C:7]([O:9][CH2:10][C:11]1[CH:16]=[CH:15][CH:14]=[CH:13][CH:12]=1)=[O:8].[NH4+].[OH-].[NH2:31][C@H:32]([C:47]([O:49][CH3:50])=[O:48])[CH2:33][CH2:34][CH2:35][NH:36][C:37]([O:39][CH2:40][C:41]1[CH:46]=[CH:45][CH:44]=[CH:43][CH:42]=1)=[O:38].Cl. Given the product [NH2:1][C@H:2]([C:17]([O:19][CH3:20])=[O:18])[CH2:3][CH2:4][CH2:5][NH:6][C:7]([O:9][CH2:10][C:11]1[CH:16]=[CH:15][CH:14]=[CH:13][CH:12]=1)=[O:8].[ClH:26].[NH2:31][C@H:32]([C:47]([O:49][CH3:50])=[O:48])[CH2:33][CH2:34][CH2:35][NH:36][C:37]([O:39][CH2:40][C:41]1[CH:46]=[CH:45][CH:44]=[CH:43][CH:42]=1)=[O:38], predict the reactants needed to synthesize it.